From a dataset of Peptide-MHC class II binding affinity with 134,281 pairs from IEDB. Regression. Given a peptide amino acid sequence and an MHC pseudo amino acid sequence, predict their binding affinity value. This is MHC class II binding data. (1) The peptide sequence is PFNFRFMSKGGMRNV. The MHC is DRB1_1101 with pseudo-sequence DRB1_1101. The binding affinity (normalized) is 0.798. (2) The peptide sequence is GRSYAADAGYAPATP. The MHC is HLA-DPA10201-DPB10501 with pseudo-sequence HLA-DPA10201-DPB10501. The binding affinity (normalized) is 0.0981. (3) The peptide sequence is LVVRMYLSSQAIRLV. The MHC is DRB1_0401 with pseudo-sequence DRB1_0401. The binding affinity (normalized) is 0.666. (4) The peptide sequence is LRKVKRVVASLMRGLHHHHHH. The MHC is DRB4_0103 with pseudo-sequence DRB4_0103. The binding affinity (normalized) is 0.564. (5) The peptide sequence is AVHVWLRLPAGRVEI. The MHC is DRB1_0301 with pseudo-sequence DRB1_0301. The binding affinity (normalized) is 0.239. (6) The peptide sequence is VLDILTANKLIRQKL. The MHC is DRB1_0405 with pseudo-sequence DRB1_0405. The binding affinity (normalized) is 0.490.